Dataset: NCI-60 drug combinations with 297,098 pairs across 59 cell lines. Task: Regression. Given two drug SMILES strings and cell line genomic features, predict the synergy score measuring deviation from expected non-interaction effect. Drug 1: CC(C1=C(C=CC(=C1Cl)F)Cl)OC2=C(N=CC(=C2)C3=CN(N=C3)C4CCNCC4)N. Drug 2: CN(CC1=CN=C2C(=N1)C(=NC(=N2)N)N)C3=CC=C(C=C3)C(=O)NC(CCC(=O)O)C(=O)O. Cell line: HOP-62. Synergy scores: CSS=34.7, Synergy_ZIP=-1.47, Synergy_Bliss=-0.169, Synergy_Loewe=-19.0, Synergy_HSA=-1.23.